Dataset: Reaction yield outcomes from USPTO patents with 853,638 reactions. Task: Predict the reaction yield, written as a fraction of the theoretical maximum amount of product (1.0 means a 100% yield; for example, 0.34 means a 34% yield). The reactants are [Cl:1][C:2]1[CH:7]=[CH:6][C:5]([NH:8][C:9]2[C:17]3[C:12](=[CH:13][N:14]=[CH:15][CH:16]=3)[O:11][C:10]=2[C:18]([OH:20])=O)=[CH:4][CH:3]=1.C1C=CC2N(O)N=NC=2C=1.CN(C(ON1N=NC2C=CC=CC1=2)=[N+](C)C)C.F[P-](F)(F)(F)(F)F.C(N(C(C)C)CC)(C)C.[NH2:64][CH2:65][CH:66]([OH:68])[CH3:67]. The catalyst is CN(C=O)C. The product is [Cl:1][C:2]1[CH:3]=[CH:4][C:5]([NH:8][C:9]2[C:17]3[C:12](=[CH:13][N:14]=[CH:15][CH:16]=3)[O:11][C:10]=2[C:18]([NH:64][CH2:65][CH:66]([OH:68])[CH3:67])=[O:20])=[CH:6][CH:7]=1. The yield is 0.140.